This data is from Forward reaction prediction with 1.9M reactions from USPTO patents (1976-2016). The task is: Predict the product of the given reaction. (1) Given the reactants [C:1]([CH2:3][C:4]1([N:8]2[CH2:13][CH2:12][CH:11]([N:14]([C@@H:21]3[CH2:23][C@H:22]3[C:24]3[CH:29]=[CH:28][CH:27]=[CH:26][CH:25]=3)[C:15](=[O:20])[C:16]([F:19])([F:18])[F:17])[CH2:10][CH2:9]2)[CH2:7][NH:6][CH2:5]1)#[N:2].CCN(C(C)C)C(C)C.[CH3:39][S:40](Cl)(=[O:42])=[O:41].[OH-:44].[Na+].O, predict the reaction product. The product is: [C:1](#[N:2])[CH3:3].[OH2:20].[C:15]([OH:20])([C:16]([F:19])([F:18])[F:17])=[O:41].[CH3:39][S:40]([N:6]1[CH2:7][C:4]([CH2:3][C:1]#[N:2])([N:8]2[CH2:13][CH2:12][CH:11]([NH:14][C@@H:21]3[CH2:23][C@H:22]3[C:24]3[CH:29]=[CH:28][CH:27]=[CH:26][CH:25]=3)[CH2:10][CH2:9]2)[CH2:5]1)(=[O:42])=[O:41].[C:15]([OH:20])([C:16]([F:19])([F:18])[F:17])=[O:44]. (2) Given the reactants [N:1]12[CH2:8][CH2:7][CH:4]([CH2:5][CH2:6]1)[C@@H:3]([O:9][C:10]([C:12]1([C:19]3[CH:24]=[CH:23][CH:22]=[CH:21][CH:20]=3)[CH2:18][CH2:17][CH2:16][CH2:15][CH2:14][CH2:13]1)=[O:11])[CH2:2]2.[Cl:25][CH2:26][C:27]([NH:29][C:30]1[CH:31]=[N:32][CH:33]=[N:34][CH:35]=1)=[O:28], predict the reaction product. The product is: [Cl-:25].[C:19]1([C:12]2([C:10]([O:9][C@@H:3]3[CH:4]4[CH2:7][CH2:8][N+:1]([CH2:26][C:27](=[O:28])[NH:29][C:30]5[CH:31]=[N:32][CH:33]=[N:34][CH:35]=5)([CH2:6][CH2:5]4)[CH2:2]3)=[O:11])[CH2:18][CH2:17][CH2:16][CH2:15][CH2:14][CH2:13]2)[CH:20]=[CH:21][CH:22]=[CH:23][CH:24]=1. (3) Given the reactants [NH2:1][C:2]1[C:7]([C:8]#[C:9][Si](C)(C)C)=[CH:6][C:5]([N+:14]([O-:16])=[O:15])=[C:4]([C:17]2[CH:22]=[C:21]([C:23]#[CH:24])[CH:20]=[CH:19][N:18]=2)[CH:3]=1.C([O-])([O-])=O.[K+].[K+], predict the reaction product. The product is: [NH2:1][C:2]1[C:7]([C:8]#[CH:9])=[CH:6][C:5]([N+:14]([O-:16])=[O:15])=[C:4]([C:17]2[CH:22]=[C:21]([C:23]#[CH:24])[CH:20]=[CH:19][N:18]=2)[CH:3]=1. (4) Given the reactants [I:1][C:2]1[CH:3]=[N:4][NH:5][CH:6]=1.C(OCN1C2N=CN=C(C3C=NN([CH:29]([O:31][CH2:32][CH3:33])[CH3:30])C=3)C=2C=C1)(=O)C(C)(C)C.Cl.C([O-])(O)=O.[Na+], predict the reaction product. The product is: [CH2:29]([O:31][CH2:32][CH2:33][N:4]1[CH:3]=[C:2]([I:1])[CH:6]=[N:5]1)[CH3:30]. (5) Given the reactants [F:1][C:2]1[CH:20]=[CH:19][C:5]([CH2:6][N:7]2[C:11]3[CH:12]=[N:13][C:14]([C:16]([OH:18])=O)=[CH:15][C:10]=3[N:9]=[CH:8]2)=[CH:4][CH:3]=1.Cl.[F:22][C:23]1[C:31]([F:32])=[C:30]([F:33])[C:29]([F:34])=[C:28]([F:35])[C:24]=1[CH2:25][O:26][NH2:27], predict the reaction product. The product is: [F:1][C:2]1[CH:3]=[CH:4][C:5]([CH2:6][N:7]2[C:11]3[CH:12]=[N:13][C:14]([C:16]([NH:27][O:26][CH2:25][C:24]4[C:28]([F:35])=[C:29]([F:34])[C:30]([F:33])=[C:31]([F:32])[C:23]=4[F:22])=[O:18])=[CH:15][C:10]=3[N:9]=[CH:8]2)=[CH:19][CH:20]=1. (6) Given the reactants O=C1CCCN1C1C=C(C=C(N2CCCC2=O)C=1)C(O)=O.[CH:22]1([CH2:25][O:26][C:27]2[CH:28]=[C:29]([CH:34]=[C:35]([N:37]3[CH2:41][CH2:40][CH2:39][C:38]3=[O:42])[CH:36]=2)[C:30]([O:32]C)=[O:31])[CH2:24][CH2:23]1, predict the reaction product. The product is: [CH:22]1([CH2:25][O:26][C:27]2[CH:28]=[C:29]([CH:34]=[C:35]([N:37]3[CH2:41][CH2:40][CH2:39][C:38]3=[O:42])[CH:36]=2)[C:30]([OH:32])=[O:31])[CH2:23][CH2:24]1. (7) Given the reactants [Si]([O:8][CH2:9][CH2:10][CH2:11][N:12]1[C:20](=[O:21])[C:19]2[N:18]([CH2:22][C:23]3[CH:28]=[CH:27][C:26]([Cl:29])=[CH:25][CH:24]=3)[C:17]([CH:30]([OH:32])[CH3:31])=[N:16][C:15]=2[N:14]([CH3:33])[C:13]1=[O:34])(C(C)(C)C)(C)C.Cl, predict the reaction product. The product is: [Cl:29][C:26]1[CH:25]=[CH:24][C:23]([CH2:22][N:18]2[C:19]3[C:20](=[O:21])[N:12]([CH2:11][CH2:10][CH2:9][OH:8])[C:13](=[O:34])[N:14]([CH3:33])[C:15]=3[N:16]=[C:17]2[CH:30]([OH:32])[CH3:31])=[CH:28][CH:27]=1. (8) Given the reactants CI.[Br:3][C:4]1[CH:5]=[CH:6][C:7]2[C:15]3[C:14](=[O:16])[CH2:13][CH2:12][CH2:11][C:10]=3[NH:9][C:8]=2[N:17]=1.[C:18]([O-])([O-])=O.[Cs+].[Cs+], predict the reaction product. The product is: [Br:3][C:4]1[CH:5]=[CH:6][C:7]2[C:15]3[C:14](=[O:16])[CH2:13][CH2:12][CH2:11][C:10]=3[N:9]([CH3:18])[C:8]=2[N:17]=1.